This data is from Forward reaction prediction with 1.9M reactions from USPTO patents (1976-2016). The task is: Predict the product of the given reaction. (1) Given the reactants C1([O:7][C:8](=O)[NH:9][C:10]2[CH:15]=[CH:14][C:13]([O:16][C:17]3[C:26]4[C:21](=[CH:22][C:23]([O:29][CH3:30])=[C:24]([O:27][CH3:28])[CH:25]=4)[N:20]=[CH:19][CH:18]=3)=[CH:12][C:11]=2[F:31])C=CC=CC=1.[CH:33]1([NH2:36])[CH2:35][CH2:34]1.C(OCC)(=O)C.O, predict the reaction product. The product is: [CH:33]1([NH:36][C:8]([NH:9][C:10]2[CH:15]=[CH:14][C:13]([O:16][C:17]3[C:26]4[C:21](=[CH:22][C:23]([O:29][CH3:30])=[C:24]([O:27][CH3:28])[CH:25]=4)[N:20]=[CH:19][CH:18]=3)=[CH:12][C:11]=2[F:31])=[O:7])[CH2:35][CH2:34]1. (2) Given the reactants [NH2:1][C:2]1[C:3]([CH3:13])=[C:4]([CH:9]=[C:10]([Cl:12])[CH:11]=1)[C:5]([O:7][CH3:8])=[O:6].O=[C:15]1[CH2:20][CH2:19][N:18]([C:21]([O:23][C:24]([CH3:27])([CH3:26])[CH3:25])=[O:22])[CH2:17][CH2:16]1.C(O)(=O)C.C(O[BH-](OC(=O)C)OC(=O)C)(=O)C.[Na+].C([O-])(O)=O.[Na+], predict the reaction product. The product is: [Cl:12][C:10]1[CH:9]=[C:4]([C:5]([O:7][CH3:8])=[O:6])[C:3]([CH3:13])=[C:2]([NH:1][CH:15]2[CH2:20][CH2:19][N:18]([C:21]([O:23][C:24]([CH3:27])([CH3:26])[CH3:25])=[O:22])[CH2:17][CH2:16]2)[CH:11]=1. (3) Given the reactants CNC1N=C(C2C=CC=CN=2)C=C(C2C=NC=CC=2)C=1[C:21]1[CH:22]=[N:23][N:24]([CH:26]2[CH2:31][CH2:30][NH:29][CH2:28][CH2:27]2)[CH:25]=1.Br[C:33]1[CH:34]=[C:35]([C:39]2[CH:44]=[C:43]([NH:45][CH3:46])[N:42]=[C:41]([C:47]3[CH:52]=[CH:51][CH:50]=[C:49]([CH3:53])[N:48]=3)[CH:40]=2)[CH:36]=[N:37][CH:38]=1, predict the reaction product. The product is: [CH3:46][NH:45][C:43]1[N:42]=[C:41]([C:47]2[CH:52]=[CH:51][CH:50]=[C:49]([CH3:53])[N:48]=2)[CH:40]=[C:39]([C:35]2[CH:36]=[N:37][CH:38]=[C:33]([C:21]3[CH:22]=[N:23][N:24]([CH:26]4[CH2:31][CH2:30][NH:29][CH2:28][CH2:27]4)[CH:25]=3)[CH:34]=2)[CH:44]=1. (4) Given the reactants [C:1]([C:5]1[S:9]/[C:8](=[N:10]\[C:11](=[O:21])[C:12]2[CH:17]=[C:16]([Cl:18])[CH:15]=[CH:14][C:13]=2[O:19][CH3:20])/[N:7]([CH2:22][C@@H:23]2[CH2:26][CH2:25][N:24]2C(OC(C)(C)C)=O)[CH:6]=1)([CH3:4])([CH3:3])[CH3:2].FC(F)(F)C(O)=O.CO, predict the reaction product. The product is: [NH:24]1[CH2:25][CH2:26][C@@H:23]1[CH2:22][N:7]1[CH:6]=[C:5]([C:1]([CH3:4])([CH3:3])[CH3:2])[S:9]/[C:8]/1=[N:10]\[C:11](=[O:21])[C:12]1[CH:17]=[C:16]([Cl:18])[CH:15]=[CH:14][C:13]=1[O:19][CH3:20]. (5) Given the reactants [F:1][C:2]([F:22])([F:21])[CH2:3][NH:4][C:5]([C@H:7]1[CH2:12][CH2:11][CH2:10][CH2:9][C@H:8]1[NH:13]C(=O)OC(C)(C)C)=[O:6].[ClH:23].O1CCOCC1.C(OCC)C.CCOCC.CCCCCC, predict the reaction product. The product is: [ClH:23].[NH2:13][C@H:8]1[CH2:9][CH2:10][CH2:11][CH2:12][C@H:7]1[C:5]([NH:4][CH2:3][C:2]([F:1])([F:21])[F:22])=[O:6]. (6) Given the reactants [S:1]1[C:5]2[CH:6]=[CH:7][CH:8]=[CH:9][C:4]=2[C:3]([CH:10]([CH:12]2[CH2:17][CH2:16][CH2:15][CH2:14][CH2:13]2)O)=[CH:2]1.S(Cl)([Cl:20])=O.C(=O)([O-])O.[Na+], predict the reaction product. The product is: [Cl:20][CH:10]([CH:12]1[CH2:17][CH2:16][CH2:15][CH2:14][CH2:13]1)[C:3]1[C:4]2[CH:9]=[CH:8][CH:7]=[CH:6][C:5]=2[S:1][CH:2]=1.